The task is: Regression. Given two drug SMILES strings and cell line genomic features, predict the synergy score measuring deviation from expected non-interaction effect.. This data is from NCI-60 drug combinations with 297,098 pairs across 59 cell lines. Drug 1: CCCS(=O)(=O)NC1=C(C(=C(C=C1)F)C(=O)C2=CNC3=C2C=C(C=N3)C4=CC=C(C=C4)Cl)F. Drug 2: CC1=C(N=C(N=C1N)C(CC(=O)N)NCC(C(=O)N)N)C(=O)NC(C(C2=CN=CN2)OC3C(C(C(C(O3)CO)O)O)OC4C(C(C(C(O4)CO)O)OC(=O)N)O)C(=O)NC(C)C(C(C)C(=O)NC(C(C)O)C(=O)NCCC5=NC(=CS5)C6=NC(=CS6)C(=O)NCCC[S+](C)C)O. Cell line: SR. Synergy scores: CSS=59.2, Synergy_ZIP=-4.20, Synergy_Bliss=-6.80, Synergy_Loewe=-26.1, Synergy_HSA=-4.79.